From a dataset of Full USPTO retrosynthesis dataset with 1.9M reactions from patents (1976-2016). Predict the reactants needed to synthesize the given product. (1) Given the product [ClH:1].[Cl:1][C:2]1[N:7]=[C:6]([O:8][CH2:32][CH2:31][CH2:30][N:17]([CH2:18][C:19]2[CH:24]=[CH:23][CH:22]=[C:21]([C:25]([F:26])([F:27])[F:28])[C:20]=2[Cl:29])[CH2:16][CH:15]([C:34]2[CH:39]=[CH:38][CH:37]=[CH:36][CH:35]=2)[C:9]2[CH:10]=[CH:11][CH:12]=[CH:13][CH:14]=2)[CH:5]=[CH:4][CH:3]=1, predict the reactants needed to synthesize it. The reactants are: [Cl:1][C:2]1[N:7]=[C:6]([OH:8])[CH:5]=[CH:4][CH:3]=1.[C:9]1([CH:15]([C:34]2[CH:39]=[CH:38][CH:37]=[CH:36][CH:35]=2)[CH2:16][N:17]([CH2:30][CH2:31][CH2:32]O)[CH2:18][C:19]2[CH:24]=[CH:23][CH:22]=[C:21]([C:25]([F:28])([F:27])[F:26])[C:20]=2[Cl:29])[CH:14]=[CH:13][CH:12]=[CH:11][CH:10]=1.OC1C=C(C=CC=1)CC1N(COCC)N=NN=1.BrCCCO. (2) The reactants are: Br[C:2]1[CH:7]=[CH:6][C:5]([N+:8]([O-:10])=[O:9])=[C:4](F)[CH:3]=1.[C:12](=[O:15])([O-])[O-].[Cs+].[Cs+].[C:18]1([C:24]([N:26]2[CH2:31][CH2:30][NH:29][CH2:28][CH2:27]2)=[O:25])[CH:23]=[CH:22][CH:21]=[CH:20][CH:19]=1. Given the product [N+:8]([C:5]1[CH:6]=[CH:7][C:2]([N:29]2[CH2:28][CH2:27][N:26]([C:24]([C:18]3[CH:19]=[CH:20][CH:21]=[CH:22][CH:23]=3)=[O:25])[CH2:31][CH2:30]2)=[CH:3][C:4]=1[O:15][C:12]1[CH:6]=[CH:7][CH:2]=[CH:3][CH:4]=1)([O-:10])=[O:9], predict the reactants needed to synthesize it. (3) Given the product [CH2:32]([O:31][CH:30]([O:34][CH2:35][CH3:36])[CH2:29][O:11][C@H:8]([CH:9]=[CH2:10])[C@H:7]([C@@H:12]([O:14][CH2:15][C:16]1[CH:17]=[CH:18][C:19]([O:22][CH3:23])=[CH:20][CH:21]=1)[CH3:13])[CH2:6][C:5]1[CH:24]=[CH:25][C:2]([F:1])=[CH:3][CH:4]=1)[CH3:33], predict the reactants needed to synthesize it. The reactants are: [F:1][C:2]1[CH:25]=[CH:24][C:5]([CH2:6][C@@H:7]([C@@H:12]([O:14][CH2:15][C:16]2[CH:21]=[CH:20][C:19]([O:22][CH3:23])=[CH:18][CH:17]=2)[CH3:13])[C@H:8]([OH:11])[CH:9]=[CH2:10])=[CH:4][CH:3]=1.[H-].[Na+].Br[CH2:29][CH:30]([O:34][CH2:35][CH3:36])[O:31][CH2:32][CH3:33]. (4) The reactants are: [F:1][C:2]([F:34])([F:33])[C:3]1[CH:4]=[C:5]([C@H:13]2[O:17][C:16](=[O:18])[N:15]3[C@H:19]([C:22]4[C:27]([Br:28])=[CH:26][C:25](I)=[C:24]([N:30]([CH3:32])[CH3:31])[N:23]=4)[CH2:20][CH2:21][C@@H:14]23)[CH:6]=[C:7]([C:9]([F:12])([F:11])[F:10])[CH:8]=1.[C:35](B1OC(C)(C)C(C)(C)O1)([CH3:37])=[CH2:36].C(=O)([O-])[O-].[K+].[K+]. Given the product [F:1][C:2]([F:34])([F:33])[C:3]1[CH:4]=[C:5]([C@H:13]2[O:17][C:16](=[O:18])[N:15]3[C@H:19]([C:22]4[C:27]([Br:28])=[CH:26][C:25]([C:35]([CH3:37])=[CH2:36])=[C:24]([N:30]([CH3:32])[CH3:31])[N:23]=4)[CH2:20][CH2:21][C@@H:14]23)[CH:6]=[C:7]([C:9]([F:12])([F:11])[F:10])[CH:8]=1, predict the reactants needed to synthesize it. (5) Given the product [O:24]1[CH:28]=[CH:27][CH:26]=[C:25]1[C:29]([N:11]1[CH2:12][CH2:13][CH:8]([C:6](=[O:7])[C:5]2[CH:14]=[CH:15][CH:16]=[C:3]([O:2][CH3:1])[CH:4]=2)[CH2:9][CH2:10]1)=[O:30], predict the reactants needed to synthesize it. The reactants are: [CH3:1][O:2][C:3]1[CH:4]=[C:5]([CH:14]=[CH:15][CH:16]=1)[C:6]([CH:8]1[CH2:13][CH2:12][NH:11][CH2:10][CH2:9]1)=[O:7].C(N(CC)CC)C.[O:24]1[CH:28]=[CH:27][CH:26]=[C:25]1[C:29](Cl)=[O:30].